The task is: Predict the reaction yield, written as a fraction of the theoretical maximum amount of product (1.0 means a 100% yield; for example, 0.34 means a 34% yield).. This data is from Reaction yield outcomes from USPTO patents with 853,638 reactions. The yield is 0.350. The product is [CH3:23][C:20]1[CH:21]=[CH:22][C:17]([O:16][C:10]2[C:9]3[C:14](=[CH:15][C:6]([O:5][CH2:4][CH2:3][CH2:2][N:42]4[CH2:43][CH2:44][CH:39]([N:34]5[CH2:38][CH2:37][CH2:36][CH2:35]5)[CH2:40][CH2:41]4)=[C:7]([O:32][CH3:33])[CH:8]=3)[N:13]=[CH:12][CH:11]=2)=[C:18]([C:24]([C:26]2[CH:27]=[CH:28][CH:29]=[CH:30][CH:31]=2)=[O:25])[CH:19]=1. The catalyst is CN(C)C=O. The reactants are Cl[CH2:2][CH2:3][CH2:4][O:5][C:6]1[CH:15]=[C:14]2[C:9]([C:10]([O:16][C:17]3[CH:22]=[CH:21][C:20]([CH3:23])=[CH:19][C:18]=3[C:24]([C:26]3[CH:31]=[CH:30][CH:29]=[CH:28][CH:27]=3)=[O:25])=[CH:11][CH:12]=[N:13]2)=[CH:8][C:7]=1[O:32][CH3:33].[N:34]1([CH:39]2[CH2:44][CH2:43][NH:42][CH2:41][CH2:40]2)[CH2:38][CH2:37][CH2:36][CH2:35]1.C(=O)([O-])[O-].[K+].[K+].O.